Dataset: Forward reaction prediction with 1.9M reactions from USPTO patents (1976-2016). Task: Predict the product of the given reaction. (1) The product is: [CH2:30]([O:29][C:22]1[CH:21]=[C:20]([C:18](=[O:19])[CH2:17][CH2:16][C:15]([NH:14][C:4]2[CH:3]=[C:2]([C:66]3[CH:67]=[C:68]([CH:72]=[CH:73][CH:74]=3)[C:69]([OH:71])=[O:70])[CH:7]=[C:6]([C:8]3[CH:13]=[CH:12][CH:11]=[CH:10][CH:9]=3)[N:5]=2)=[O:32])[CH:25]=[CH:24][C:23]=1[O:26][CH2:27][CH3:28])[CH3:31]. Given the reactants Cl[C:2]1[CH:7]=[C:6]([C:8]2[CH:13]=[CH:12][CH:11]=[CH:10][CH:9]=2)[N:5]=[C:4]([NH:14][C:15](=[O:32])[CH2:16][CH2:17][C:18]([C:20]2[CH:25]=[CH:24][C:23]([O:26][CH2:27][CH3:28])=[C:22]([O:29][CH2:30][CH3:31])[CH:21]=2)=[O:19])[CH:3]=1.C1(C2C=CC=CC=2)C=CC=CC=1P(C1CCCCC1)C1CCCCC1.C(=O)([O-])[O-].[K+].[K+].OB(O)[C:66]1[CH:67]=[C:68]([CH:72]=[CH:73][CH:74]=1)[C:69]([OH:71])=[O:70], predict the reaction product. (2) Given the reactants [N:1]1([C:9](OC(C)(C)C)=[O:10])[CH2:8][CH2:7][CH2:6][C@@H:2]1[C:3]([OH:5])=[O:4].[NH:16]1[CH2:21][CH2:20][CH2:19][CH:18]([C:22](N)=O)[CH2:17]1, predict the reaction product. The product is: [NH:1]1[CH2:8][CH2:7][CH2:6][C@@H:2]1[C:3]([OH:5])=[O:4].[CH3:22][CH:18]1[CH2:19][CH2:20][CH2:21][N:16]([C:9]([NH2:1])=[O:10])[CH2:17]1. (3) Given the reactants [Cl:1][C:2]1[CH:3]=[N+:4]([O-:27])[CH:5]=[C:6]([Cl:26])[C:7]=1[CH2:8][C@@H:9]([C:11]1[CH:16]=[CH:15][C:14]([O:17][CH:18]([F:20])[F:19])=[C:13]([O:21][CH2:22][CH:23]2[CH2:25][CH2:24]2)[CH:12]=1)[OH:10].[CH:28]1([CH2:31][O:32][C:33]2[CH:34]=[C:35]([CH:39]=[CH:40][C:41]=2[CH:42]=[O:43])[C:36](O)=[O:37])[CH2:30][CH2:29]1.CCN=C=NCCCN(C)C.Cl, predict the reaction product. The product is: [Cl:1][C:2]1[CH:3]=[N+:4]([O-:27])[CH:5]=[C:6]([Cl:26])[C:7]=1[CH2:8][C@@H:9]([C:11]1[CH:16]=[CH:15][C:14]([O:17][CH:18]([F:20])[F:19])=[C:13]([O:21][CH2:22][CH:23]2[CH2:25][CH2:24]2)[CH:12]=1)[O:10][C:36](=[O:37])[C:35]1[CH:39]=[CH:40][C:41]([CH:42]=[O:43])=[C:33]([O:32][CH2:31][CH:28]2[CH2:30][CH2:29]2)[CH:34]=1. (4) Given the reactants CS(Cl)(=O)=O.[CH3:6][O:7][C:8](=[O:20])[C@H:9]([CH2:18]O)[NH:10][C:11]([O:13][C:14]([CH3:17])([CH3:16])[CH3:15])=[O:12].C(N(CC)CC)C.[NH:28]1[CH2:33][CH2:32][O:31][CH2:30][CH2:29]1, predict the reaction product. The product is: [C:14]([O:13][C:11]([NH:10][C@@H:9]([CH2:18][N:28]1[CH2:33][CH2:32][O:31][CH2:30][CH2:29]1)[C:8]([O:7][CH3:6])=[O:20])=[O:12])([CH3:17])([CH3:16])[CH3:15]. (5) Given the reactants [Cl:1][C:2]1[C:3]([F:14])=[C:4]([CH:11]=[CH:12][CH:13]=1)[C:5](N(OC)C)=[O:6].[CH3:15][O:16][C:17]1[CH:22]=[CH:21][C:20]([Mg]Br)=[CH:19][CH:18]=1, predict the reaction product. The product is: [Cl:1][C:2]1[C:3]([F:14])=[C:4]([C:5]([C:20]2[CH:21]=[CH:22][C:17]([O:16][CH3:15])=[CH:18][CH:19]=2)=[O:6])[CH:11]=[CH:12][CH:13]=1.